This data is from Full USPTO retrosynthesis dataset with 1.9M reactions from patents (1976-2016). The task is: Predict the reactants needed to synthesize the given product. (1) Given the product [CH2:1]([O:8][C:9]1[CH:10]=[C:11]2[C:15](=[CH:16][CH:17]=1)[NH:14][C:13]([CH2:18][OH:19])=[CH:12]2)[C:2]1[CH:3]=[CH:4][CH:5]=[CH:6][CH:7]=1, predict the reactants needed to synthesize it. The reactants are: [CH2:1]([O:8][C:9]1[CH:10]=[C:11]2[C:15](=[CH:16][CH:17]=1)[NH:14][C:13]([C:18](OCC)=[O:19])=[CH:12]2)[C:2]1[CH:7]=[CH:6][CH:5]=[CH:4][CH:3]=1.[H-].[Al+3].[Li+].[H-].[H-].[H-]. (2) Given the product [CH3:48][N:26]1[CH2:27][CH2:28][C:23]2[N:22]([CH2:29][CH:30]([OH:44])[CH2:31][N:32]3[CH2:37][CH2:36][CH:35]([C:38]4[CH:43]=[CH:42][CH:41]=[CH:40][N:39]=4)[CH2:34][CH2:33]3)[N:21]=[C:20]([C:12]3[CH:13]=[CH:14][C:15]([C:16]([F:17])([F:19])[F:18])=[C:10]([S:9][CH2:8][CH2:7][N:1]4[CH2:2][CH2:3][CH2:4][CH2:5][CH2:6]4)[CH:11]=3)[C:24]=2[CH2:25]1, predict the reactants needed to synthesize it. The reactants are: [N:1]1([CH2:7][CH2:8][S:9][C:10]2[CH:11]=[C:12]([C:20]3[C:24]4[CH2:25][NH:26][CH2:27][CH2:28][C:23]=4[N:22]([CH2:29][CH:30]([OH:44])[CH2:31][N:32]4[CH2:37][CH2:36][CH:35]([C:38]5[CH:43]=[CH:42][CH:41]=[CH:40][N:39]=5)[CH2:34][CH2:33]4)[N:21]=3)[CH:13]=[CH:14][C:15]=2[C:16]([F:19])([F:18])[F:17])[CH2:6][CH2:5][CH2:4][CH2:3][CH2:2]1.C=O.[BH3-][C:48]#N.[Na+]. (3) Given the product [O:21]1[CH:22]=[CH:23][CH:24]=[C:20]1[C:18]1[N:12]([C:9]2[CH:10]=[CH:11][C:6]([O:5][CH3:4])=[CH:7][CH:8]=2)[N:13]=[C:16]([C:15]([F:14])([F:26])[F:27])[CH:17]=1, predict the reactants needed to synthesize it. The reactants are: CO.Cl.[CH3:4][O:5][C:6]1[CH:11]=[CH:10][C:9]([NH:12][NH2:13])=[CH:8][CH:7]=1.[F:14][C:15]([F:27])([F:26])[C:16](=O)[CH2:17][C:18]([C:20]1[O:21][CH:22]=[CH:23][CH:24]=1)=O.FC(F)(F)C(O)=O. (4) Given the product [CH2:12]1[O:13][C:14]2([CH2:19][CH2:18][C:17]([C:5]3[CH:4]=[C:3]([F:2])[CH:8]=[C:7]([F:9])[CH:6]=3)([OH:20])[CH2:16][CH2:15]2)[O:21][CH2:11]1, predict the reactants needed to synthesize it. The reactants are: [Mg].[F:2][C:3]1[CH:4]=[C:5](Br)[CH:6]=[C:7]([F:9])[CH:8]=1.[CH2:11]1[O:21][C:14]2([CH2:19][CH2:18][C:17](=[O:20])[CH2:16][CH2:15]2)[O:13][CH2:12]1.Cl. (5) Given the product [CH:26]1([C:32]2[CH:33]=[CH:34][C:35]([C:36]([N:5]3[CH2:6][C:7]4[CH:12]=[CH:11][CH:10]=[CH:9][C:8]=4[N:2]([CH3:1])[C:3]4[CH:16]=[CH:15][CH:14]=[CH:13][C:4]3=4)=[O:37])=[CH:39][CH:40]=2)[CH2:27][CH2:28][CH2:29][CH2:30][CH2:31]1, predict the reactants needed to synthesize it. The reactants are: [CH3:1][N:2]1[C:8]2[CH:9]=[CH:10][CH:11]=[CH:12][C:7]=2[CH2:6][NH:5][C:4]2[CH:13]=[CH:14][CH:15]=[CH:16][C:3]1=2.C(N(CC)C(C)C)(C)C.[CH:26]1([C:32]2[CH:40]=[CH:39][C:35]([C:36](Cl)=[O:37])=[CH:34][CH:33]=2)[CH2:31][CH2:30][CH2:29][CH2:28][CH2:27]1.